Dataset: HIV replication inhibition screening data with 41,000+ compounds from the AIDS Antiviral Screen. Task: Binary Classification. Given a drug SMILES string, predict its activity (active/inactive) in a high-throughput screening assay against a specified biological target. (1) The compound is Nc1nc(N)c(N=O)c(Nc2ccc(O)cc2)n1. The result is 0 (inactive). (2) The molecule is O=C(CC1Sc2ccccc2NC1=O)Nc1ccccc1[N+](=O)[O-]. The result is 0 (inactive).